Dataset: Reaction yield outcomes from USPTO patents with 853,638 reactions. Task: Predict the reaction yield, written as a fraction of the theoretical maximum amount of product (1.0 means a 100% yield; for example, 0.34 means a 34% yield). (1) The reactants are [F:1][C:2]1[CH:3]=[CH:4][C:5]([N+:9]([O-:11])=[O:10])=[C:6]([OH:8])[CH:7]=1.[C:12](=O)([O-])[O-].[K+].[K+].S(OC)(OC)(=O)=O. The catalyst is CC(C)=O. The product is [F:1][C:2]1[CH:3]=[CH:4][C:5]([N+:9]([O-:11])=[O:10])=[C:6]([O:8][CH3:12])[CH:7]=1. The yield is 1.00. (2) The reactants are [OH:1][C:2]1[CH:11]=[C:10]2[C:5]([C:6]([O:12][C:13]3[CH:14]=[C:15]4[C:19](=[CH:20][CH:21]=3)[NH:18][C:17]([CH3:22])=[CH:16]4)=[N:7][CH:8]=[N:9]2)=[CH:4][C:3]=1[O:23][CH3:24].CC1C=CC(S(O[CH2:36][CH:37]2[CH2:42][CH2:41][N:40]([C:43]([O:45][C:46]([CH3:49])([CH3:48])[CH3:47])=[O:44])[CH2:39][CH2:38]2)(=O)=O)=CC=1.C(=O)([O-])[O-].[K+].[K+].O. The catalyst is CN(C=O)C. The product is [CH3:24][O:23][C:3]1[CH:4]=[C:5]2[C:10](=[CH:11][C:2]=1[O:1][CH2:36][CH:37]1[CH2:42][CH2:41][N:40]([C:43]([O:45][C:46]([CH3:47])([CH3:49])[CH3:48])=[O:44])[CH2:39][CH2:38]1)[N:9]=[CH:8][N:7]=[C:6]2[O:12][C:13]1[CH:14]=[C:15]2[C:19](=[CH:20][CH:21]=1)[NH:18][C:17]([CH3:22])=[CH:16]2. The yield is 0.770. (3) The reactants are C([O:4][C:5]1[CH:10]=[CH:9][C:8]([C:11](=[O:13])[CH3:12])=[CH:7][CH:6]=1)(=O)C.[CH3:14][Mg]Cl. The catalyst is C1COCC1. The product is [OH:13][C:11]([C:8]1[CH:7]=[CH:6][C:5]([OH:4])=[CH:10][CH:9]=1)([CH3:12])[CH3:14]. The yield is 0.470. (4) The reactants are [Br:1][C:2]1[CH:7]=[C:6]([CH2:8][CH:9]([C:11]2[S:12][CH:13]=[C:14]3[O:19][CH2:18][CH2:17][O:16][C:15]=23)O)[CH:5]=[CH:4][N:3]=1.O=P(Cl)(Cl)Cl.O. The catalyst is N1C=CC=CC=1. The product is [Br:1][C:2]1[CH:7]=[C:6]([CH:8]=[CH:9][C:11]2[S:12][CH:13]=[C:14]3[O:19][CH2:18][CH2:17][O:16][C:15]=23)[CH:5]=[CH:4][N:3]=1. The yield is 0.500. (5) The reactants are [F:1][C:2]1[CH:18]=[CH:17][CH:16]=[C:15]([F:19])[C:3]=1[C:4]([NH:6][C:7]1[C:8]([C:12]([OH:14])=O)=[N:9][NH:10][CH:11]=1)=[O:5].[NH2:20][CH:21]1[CH2:26][CH2:25][N:24]([CH3:27])[CH2:23][CH2:22]1.CCN=C=NCCCN(C)C.C1C=CC2N(O)N=NC=2C=1. The catalyst is CN(C=O)C.CCOC(C)=O. The product is [CH3:27][N:24]1[CH2:25][CH2:26][CH:21]([NH:20][C:12]([C:8]2[C:7]([NH:6][C:4](=[O:5])[C:3]3[C:15]([F:19])=[CH:16][CH:17]=[CH:18][C:2]=3[F:1])=[CH:11][NH:10][N:9]=2)=[O:14])[CH2:22][CH2:23]1. The yield is 0.690. (6) The reactants are [O:1]1[C:10]2[C:5](=[CH:6][CH:7]=[C:8]3[CH:14]=[CH:13][CH:12]=[CH:11][C:9]3=2)[CH2:4][CH2:3][C@@H:2]1[CH2:15][OH:16].[C:17]1([CH3:27])[CH:22]=[CH:21][C:20]([S:23](Cl)(=[O:25])=[O:24])=[CH:19][CH:18]=1.C(N(CC)C(C)C)(C)C. The catalyst is ClCCl.CN(C)C1C=CN=CC=1. The product is [CH3:27][C:17]1[CH:22]=[CH:21][C:20]([S:23]([O:16][CH2:15][C@H:2]2[CH2:3][CH2:4][C:5]3[C:10](=[C:9]4[CH:11]=[CH:12][CH:13]=[CH:14][C:8]4=[CH:7][CH:6]=3)[O:1]2)(=[O:25])=[O:24])=[CH:19][CH:18]=1. The yield is 0.770. (7) The yield is 0.250. The product is [F:12][CH2:11][CH2:10][NH:9][C:7]1[NH:6][C:5]2[CH:20]=[CH:21][C:2]([C:45]3[CH:46]=[CH:47][C:41]4[O:40][CH2:39][CH2:38][N:37]([C:31]5[C:30]([CH2:29][C:26]6[CH:25]=[CH:24][C:23]([F:22])=[CH:28][CH:27]=6)=[C:35]([CH3:36])[N:34]=[CH:33][N:32]=5)[CH2:43][C:42]=4[CH:44]=3)=[CH:3][C:4]=2[N:8]=1. The catalyst is C(OCC)(=O)C.C1C=CC(P(C2C=CC=CC=2)[C-]2C=CC=C2)=CC=1.C1C=CC(P(C2C=CC=CC=2)[C-]2C=CC=C2)=CC=1.Cl[Pd]Cl.[Fe+2].O. The reactants are Br[C:2]1[CH:21]=[CH:20][C:5]2[N:6](C(OCC(C)C)=O)[C:7]([NH:9][CH2:10][CH2:11][F:12])=[N:8][C:4]=2[CH:3]=1.[F:22][C:23]1[CH:28]=[CH:27][C:26]([CH2:29][C:30]2[C:31]([N:37]3[CH2:43][C:42]4[CH:44]=[C:45](B(O)O)[CH:46]=[CH:47][C:41]=4[O:40][CH2:39][CH2:38]3)=[N:32][CH:33]=[N:34][C:35]=2[CH3:36])=[CH:25][CH:24]=1.O1CCOCC1.CCN(C(C)C)C(C)C.